This data is from Reaction yield outcomes from USPTO patents with 853,638 reactions. The task is: Predict the reaction yield, written as a fraction of the theoretical maximum amount of product (1.0 means a 100% yield; for example, 0.34 means a 34% yield). (1) The reactants are [Cl:1][C:2]1[CH:7]=[C:6](Cl)[N:5]2[N:9]=[C:10]([C:12]3[CH:17]=[CH:16][CH:15]=[CH:14][CH:13]=3)[CH:11]=[C:4]2[N:3]=1.[OH:18][CH2:19][CH2:20][N:21]1[CH2:26][CH2:25][NH:24][CH2:23][CH2:22]1. No catalyst specified. The product is [Cl:1][C:2]1[CH:7]=[C:6]([N:24]2[CH2:25][CH2:26][N:21]([CH2:20][CH2:19][OH:18])[CH2:22][CH2:23]2)[N:5]2[N:9]=[C:10]([C:12]3[CH:17]=[CH:16][CH:15]=[CH:14][CH:13]=3)[CH:11]=[C:4]2[N:3]=1. The yield is 1.00. (2) The reactants are [C:1]([C:3]1[CH:4]=[C:5]([N+:10]([O-:12])=[O:11])[CH:6]=[CH:7][C:8]=1F)#[N:2].[CH3:13][C:14]1[N:15]=[CH:16][NH:17][CH:18]=1.C(=O)([O-])[O-].[K+].[K+]. The catalyst is C(#N)C. The product is [CH3:13][C:14]1[N:15]=[CH:16][N:17]([C:8]2[CH:7]=[CH:6][C:5]([N+:10]([O-:12])=[O:11])=[CH:4][C:3]=2[C:1]#[N:2])[CH:18]=1. The yield is 0.570. (3) The reactants are [CH2:1]([O:3][C:4](=[O:21])[C:5]([CH2:19]C)([N:7]1[C:12]2[CH:13]=[C:14]([OH:17])[CH:15]=[CH:16][C:11]=2[O:10][CH2:9][C:8]1=[O:18])C)[CH3:2].[C:22]([O:26][C:27]([N:29]1[CH2:32][CH:31](OS(C)(=O)=O)[CH2:30]1)=[O:28])([CH3:25])([CH3:24])[CH3:23].C([O-])([O-])=O.[Cs+].[Cs+].O. The catalyst is CN(C=O)C. The product is [C:22]([O:26][C:27]([N:29]1[CH2:32][CH:31]([O:17][C:14]2[CH:15]=[CH:16][C:11]3[O:10][CH2:9][C:8](=[O:18])[N:7]([CH:5]([C:4]([O:3][CH2:1][CH3:2])=[O:21])[CH3:19])[C:12]=3[CH:13]=2)[CH2:30]1)=[O:28])([CH3:25])([CH3:23])[CH3:24]. The yield is 0.410.